From a dataset of Forward reaction prediction with 1.9M reactions from USPTO patents (1976-2016). Predict the product of the given reaction. (1) Given the reactants C[O:2][C:3]1[N:8]=[CH:7][C:6]([C:9]2[S:10][C:11]3[CH:17]=[CH:16][CH:15]=[CH:14][C:12]=3[N:13]=2)=[CH:5][CH:4]=1.[Na+].[I-].[Cl:20][C:21]1[CH:28]=[CH:27][C:24]([CH2:25]Br)=[CH:23][C:22]=1[F:29], predict the reaction product. The product is: [Cl:20][C:21]1[CH:28]=[CH:27][C:24]([CH2:25][N:8]2[CH:7]=[C:6]([C:9]3[S:10][C:11]4[CH:17]=[CH:16][CH:15]=[CH:14][C:12]=4[N:13]=3)[CH:5]=[CH:4][C:3]2=[O:2])=[CH:23][C:22]=1[F:29]. (2) Given the reactants Br[C:2]1[CH:23]=[CH:22][C:5]([C:6]([NH:8][S:9]([C:12]2[CH:17]=[CH:16][CH:15]=[CH:14][C:13]=2[S:18](=[O:21])(=[O:20])[NH2:19])(=[O:11])=[O:10])=[O:7])=[C:4]([OH:24])[CH:3]=1.[C:25]([CH:27]1[CH2:31][CH2:30][CH2:29][CH2:28]1)#[CH:26], predict the reaction product. The product is: [CH:27]1([C:25]#[C:26][C:2]2[CH:23]=[CH:22][C:5]([C:6]([NH:8][S:9]([C:12]3[CH:17]=[CH:16][CH:15]=[CH:14][C:13]=3[S:18](=[O:21])(=[O:20])[NH2:19])(=[O:11])=[O:10])=[O:7])=[C:4]([OH:24])[CH:3]=2)[CH2:31][CH2:30][CH2:29][CH2:28]1. (3) The product is: [F:8][C:9]1[CH:35]=[C:34]([F:36])[CH:33]=[CH:32][C:10]=1[O:11][CH:12]1[CH2:13][CH2:14][N:15]([C:18]2[N:19]=[C:20]3[CH2:31][CH2:30][N:29]([C:49]([C:48]4[O:44][N:45]=[CH:46][CH:47]=4)=[O:50])[CH2:28][C:21]3=[N:22][C:23]=2[NH:24][CH:25]([CH3:27])[CH3:26])[CH2:16][CH2:17]1. Given the reactants OC(C(F)(F)F)=O.[F:8][C:9]1[CH:35]=[C:34]([F:36])[CH:33]=[CH:32][C:10]=1[O:11][CH:12]1[CH2:17][CH2:16][N:15]([C:18]2[N:19]=[C:20]3[CH2:31][CH2:30][NH:29][CH2:28][C:21]3=[N:22][C:23]=2[NH:24][CH:25]([CH3:27])[CH3:26])[CH2:14][CH2:13]1.C(N(CC)CC)C.[O:44]1[C:48]([C:49](Cl)=[O:50])=[CH:47][CH:46]=[N:45]1, predict the reaction product. (4) Given the reactants [Cl:1][C:2]1[CH:7]=[C:6]([C:8]([F:11])([F:10])[F:9])[CH:5]=[C:4]([Cl:12])[C:3]=1[NH:13][NH2:14].[CH3:15][O:16][C:17]1[CH:24]=[C:23]([O:25][CH3:26])[CH:22]=[CH:21][C:18]=1[CH:19]=O, predict the reaction product. The product is: [Cl:1][C:2]1[CH:7]=[C:6]([C:8]([F:9])([F:11])[F:10])[CH:5]=[C:4]([Cl:12])[C:3]=1[NH:13][N:14]=[CH:19][C:18]1[CH:21]=[CH:22][C:23]([O:25][CH3:26])=[CH:24][C:17]=1[O:16][CH3:15]. (5) Given the reactants [Br:1][C:2]1[CH:3]=[CH:4][C:5](F)=[C:6]([CH:9]=1)[C:7]#[N:8].[N:11]1([C:17]([O:19][C:20]([CH3:23])([CH3:22])[CH3:21])=[O:18])[CH2:16][CH2:15][NH:14][CH2:13][CH2:12]1.C(N(CC)CC)C, predict the reaction product. The product is: [Br:1][C:2]1[CH:3]=[CH:4][C:5]([N:14]2[CH2:13][CH2:12][N:11]([C:17]([O:19][C:20]([CH3:23])([CH3:22])[CH3:21])=[O:18])[CH2:16][CH2:15]2)=[C:6]([C:7]#[N:8])[CH:9]=1.